From a dataset of Reaction yield outcomes from USPTO patents with 853,638 reactions. Predict the reaction yield, written as a fraction of the theoretical maximum amount of product (1.0 means a 100% yield; for example, 0.34 means a 34% yield). (1) The reactants are [C:1]1([C:7]2([C:10]([O-:12])=[O:11])[CH2:9][CH2:8]2)[CH:6]=[CH:5][CH:4]=[CH:3][CH:2]=1.[N+:13]([O-:16])([O-])=[O:14].[K+].OS(O)(=O)=O.[CH2:23](Cl)Cl. No catalyst specified. The product is [N+:13]([C:4]1[CH:5]=[CH:6][C:1]([C:7]2([C:10]([O:12][CH3:23])=[O:11])[CH2:9][CH2:8]2)=[CH:2][CH:3]=1)([O-:16])=[O:14]. The yield is 0.680. (2) The reactants are CS(O[CH2:6][CH2:7][CH2:8][N:9]([S:22]([C:25]1[CH:30]=[CH:29][CH:28]=[CH:27][C:26]=1[N+:31]([O-:33])=[O:32])(=[O:24])=[O:23])[CH2:10][CH2:11][N:12]1[CH:17]=[CH:16][C:15]2[CH:18]=[CH:19][O:20][C:14]=2[C:13]1=[O:21])(=O)=O.[I-:34].[Na+].CC(C)=O. The catalyst is O. The product is [I:34][CH2:6][CH2:7][CH2:8][N:9]([CH2:10][CH2:11][N:12]1[CH:17]=[CH:16][C:15]2[CH:18]=[CH:19][O:20][C:14]=2[C:13]1=[O:21])[S:22]([C:25]1[CH:30]=[CH:29][CH:28]=[CH:27][C:26]=1[N+:31]([O-:33])=[O:32])(=[O:24])=[O:23]. The yield is 0.930.